From a dataset of Reaction yield outcomes from USPTO patents with 853,638 reactions. Predict the reaction yield, written as a fraction of the theoretical maximum amount of product (1.0 means a 100% yield; for example, 0.34 means a 34% yield). (1) The product is [CH3:16][C:15]1[N:10]2[N:9]=[C:8]([CH:6]3[CH2:7][CH:5]3[C:3]3[N:30]=[C:25]4[N:26]([C:2]=3[CH3:19])[CH:27]=[CH:28][C:29]3[N:20]=[CH:21][CH:22]=[CH:23][C:24]4=3)[N:18]=[C:11]2[C:12]([CH3:17])=[N:13][CH:14]=1. The catalyst is CCO. The yield is 0.180. The reactants are Br[CH:2]([CH3:19])[C:3]([CH:5]1[CH2:7][CH:6]1[C:8]1[N:18]=[C:11]2[C:12]([CH3:17])=[N:13][CH:14]=[C:15]([CH3:16])[N:10]2[N:9]=1)=O.[N:20]1[C:29]2[CH:28]=[CH:27][N:26]=[C:25]([NH2:30])[C:24]=2[CH:23]=[CH:22][CH:21]=1.C(=O)(O)[O-].[Na+]. (2) The reactants are [Cl:1][C:2]1[CH:27]=[CH:26][C:5]([CH2:6][N:7]2[C:15]3[C:10](=[CH:11][CH:12]=[CH:13][CH:14]=3)[C:9]([C:16]([C:18]3[NH:22][C:21]([C:23]([OH:25])=O)=[CH:20][N:19]=3)=[O:17])=[CH:8]2)=[CH:4][CH:3]=1.Cl.CN(C)CCCN=C=NCC.[NH:40]1[CH2:45][CH2:44][O:43][CH2:42][CH2:41]1. The catalyst is CN(C)C1C=CN=CC=1.C(Cl)Cl. The product is [Cl:1][C:2]1[CH:3]=[CH:4][C:5]([CH2:6][N:7]2[C:15]3[C:10](=[CH:11][CH:12]=[CH:13][CH:14]=3)[C:9]([C:16]([C:18]3[NH:22][C:21]([C:23]([N:40]4[CH2:45][CH2:44][O:43][CH2:42][CH2:41]4)=[O:25])=[CH:20][N:19]=3)=[O:17])=[CH:8]2)=[CH:26][CH:27]=1. The yield is 0.680.